From a dataset of Full USPTO retrosynthesis dataset with 1.9M reactions from patents (1976-2016). Predict the reactants needed to synthesize the given product. (1) Given the product [CH:31]1([C@@H:29]([NH:28][C:27]([C:26]2[C:25]3[C:20](=[CH:21][CH:22]=[CH:23][CH:24]=3)[N:19]=[C:18]([C:38]3[CH:43]=[CH:42][CH:41]=[CH:40][CH:39]=3)[C:17]=2[CH2:16][N:13]2[CH2:14][CH2:15][N:10]([CH2:9][CH2:8][NH2:7])[C:11](=[O:44])[CH2:12]2)=[O:37])[CH3:30])[CH2:36][CH2:35][CH2:34][CH2:33][CH2:32]1, predict the reactants needed to synthesize it. The reactants are: C(OC(=O)[NH:7][CH2:8][CH2:9][N:10]1[CH2:15][CH2:14][N:13]([CH2:16][C:17]2[C:18]([C:38]3[CH:43]=[CH:42][CH:41]=[CH:40][CH:39]=3)=[N:19][C:20]3[C:25]([C:26]=2[C:27](=[O:37])[NH:28][C@H:29]([CH:31]2[CH2:36][CH2:35][CH2:34][CH2:33][CH2:32]2)[CH3:30])=[CH:24][CH:23]=[CH:22][CH:21]=3)[CH2:12][C:11]1=[O:44])(C)(C)C.C(NCCBr)(OC(C)(C)C)=O.C(O)(C(F)(F)F)=O. (2) Given the product [Cl:1][C:2]1[CH:3]=[N:4][C:5]2[N:6]([N:8]=[C:9]([C:11]([N:16]3[CH2:17][CH2:18][C:19]4[C:24](=[CH:23][CH:22]=[CH:21][C:20]=4[C:25]4[CH:26]=[CH:27][N:28]=[CH:29][CH:30]=4)[N:15]3[CH3:14])=[O:13])[CH:10]=2)[CH:7]=1, predict the reactants needed to synthesize it. The reactants are: [Cl:1][C:2]1[CH:3]=[N:4][C:5]2[N:6]([N:8]=[C:9]([C:11]([OH:13])=O)[CH:10]=2)[CH:7]=1.[CH3:14][N:15]1[C:24]2[C:19](=[C:20]([C:25]3[CH:30]=[CH:29][N:28]=[CH:27][CH:26]=3)[CH:21]=[CH:22][CH:23]=2)[CH2:18][CH2:17][NH:16]1. (3) Given the product [Cl:1][C:2]1[CH:3]=[C:4]([CH:18]=[C:19]([O:21][CH2:4][C:5](=[O:6])[NH:7][CH3:8])[CH:20]=1)[C:5]([NH:7][CH2:8][C:9]1[CH:14]=[CH:13][C:12]([C:15]#[N:16])=[CH:11][C:10]=1[O:17][CH2:23][C:24](=[O:25])[NH:26][CH3:27])=[O:6], predict the reactants needed to synthesize it. The reactants are: [Cl:1][C:2]1[CH:3]=[C:4]([CH:18]=[C:19]([OH:21])[CH:20]=1)[C:5]([NH:7][CH2:8][C:9]1[CH:14]=[CH:13][C:12]([C:15]#[N:16])=[CH:11][C:10]=1[OH:17])=[O:6].Cl[CH2:23][C:24]([NH:26][CH3:27])=[O:25].